Predict the reaction yield, written as a fraction of the theoretical maximum amount of product (1.0 means a 100% yield; for example, 0.34 means a 34% yield). From a dataset of Reaction yield outcomes from USPTO patents with 853,638 reactions. (1) The reactants are [CH2:1]([O:8][C@H:9]1[CH2:13][CH2:12][CH2:11][C@@H:10]1[NH2:14])[C:2]1[CH:7]=[CH:6][CH:5]=[CH:4][CH:3]=1.CCN(CC)CC.[CH3:22][C:23]([O:26][C:27](O[C:27]([O:26][C:23]([CH3:25])([CH3:24])[CH3:22])=[O:28])=[O:28])([CH3:25])[CH3:24]. The catalyst is C1COCC1.CCOC(C)=O. The product is [C:23]([O:26][C:27](=[O:28])[NH:14][C@H:10]1[CH2:11][CH2:12][CH2:13][C@@H:9]1[O:8][CH2:1][C:2]1[CH:7]=[CH:6][CH:5]=[CH:4][CH:3]=1)([CH3:25])([CH3:24])[CH3:22]. The yield is 1.00. (2) The reactants are [Cl:1][C:2]1[CH:10]=[C:9]([N+]([O-])=O)[C:8]([N+:14]([O-:16])=[O:15])=[CH:7][C:3]=1[C:4]([OH:6])=[O:5].[OH-:17].[K+].Cl.[CH3:20]O. The catalyst is O. The product is [Cl:1][C:2]1[CH:10]=[C:9]([O:17][CH3:20])[C:8]([N+:14]([O-:16])=[O:15])=[CH:7][C:3]=1[C:4]([OH:6])=[O:5]. The yield is 0.660. (3) The reactants are Br[C:2]1[CH:3]=[C:4]([C:8]2[N:9]=[N:10][N:11]([CH2:13][C:14]3[CH:19]=[CH:18][C:17]([S:20]([OH:23])(=[O:22])=[O:21])=[CH:16][CH:15]=3)[N:12]=2)[CH:5]=[CH:6][CH:7]=1.[Na].C(N(C(C)C)CC)(C)C.[F:34][C:35]1[CH:40]=[CH:39][C:38]([CH2:41][C:42]#[CH:43])=[CH:37][CH:36]=1. The catalyst is CN(C=O)C.C1(P(C2C=CC=CC=2)C2C=CC=CC=2)C=CC=CC=1.C1(P(C2C=CC=CC=2)C2C=CC=CC=2)C=CC=CC=1.C1(P(C2C=CC=CC=2)C2C=CC=CC=2)C=CC=CC=1.C1(P(C2C=CC=CC=2)C2C=CC=CC=2)C=CC=CC=1.[Pd].[Cu]I. The product is [F:34][C:35]1[CH:40]=[CH:39][C:38]([CH2:41][C:42]#[C:43][C:2]2[CH:3]=[C:4]([C:8]3[N:9]=[N:10][N:11]([CH2:13][C:14]4[CH:19]=[CH:18][C:17]([S:20]([OH:23])(=[O:22])=[O:21])=[CH:16][CH:15]=4)[N:12]=3)[CH:5]=[CH:6][CH:7]=2)=[CH:37][CH:36]=1. The yield is 0.0826. (4) The reactants are [F:1][C:2]1[CH:7]=[CH:6][CH:5]=[C:4]([F:8])[C:3]=1[N:9]1[C:14]2[N:15]=[C:16](S(C)=O)[N:17]=[C:18]([C:19]3[CH:20]=[C:21]([CH:28]=[CH:29][C:30]=3[CH3:31])[C:22]([NH:24][CH:25]([CH3:27])[CH3:26])=[O:23])[C:13]=2[CH2:12][NH:11][C:10]1=[O:35].C(Cl)(Cl)Cl.[NH:40]1[CH2:45][CH2:44][CH:43]([N:46]2[CH2:51][CH2:50][O:49][CH2:48][CH2:47]2)[CH2:42][CH2:41]1.C(N(CC)C(C)C)(C)C. The catalyst is C1COCC1. The product is [F:1][C:2]1[CH:7]=[CH:6][CH:5]=[C:4]([F:8])[C:3]=1[N:9]1[C:14]2[N:15]=[C:16]([N:40]3[CH2:45][CH2:44][CH:43]([N:46]4[CH2:51][CH2:50][O:49][CH2:48][CH2:47]4)[CH2:42][CH2:41]3)[N:17]=[C:18]([C:19]3[CH:20]=[C:21]([CH:28]=[CH:29][C:30]=3[CH3:31])[C:22]([NH:24][CH:25]([CH3:27])[CH3:26])=[O:23])[C:13]=2[CH2:12][NH:11][C:10]1=[O:35]. The yield is 0.940. (5) The product is [N:41]([C:29]1[CH:28]=[C:27]([CH:32]=[CH:31][C:30]=1[N+:33]([O-:35])=[O:34])[CH2:26][N:23]1[CH2:24][CH2:25][N:20]([C:19]2[C:13]3[N:12]=[C:11]([C:8]4[CH:9]=[CH:10][C:5]([C:1]([CH3:4])([CH3:3])[CH3:2])=[CH:6][CH:7]=4)[NH:15][C:14]=3[CH:16]=[CH:17][CH:18]=2)[CH2:21][CH2:22]1)=[N+:42]=[N-:43]. The yield is 0.920. The catalyst is C(OCC)(=O)C. The reactants are [C:1]([C:5]1[CH:10]=[CH:9][C:8]([C:11]2[NH:15][C:14]3[CH:16]=[CH:17][CH:18]=[C:19]([N:20]4[CH2:25][CH2:24][N:23]([CH2:26][C:27]5[CH:32]=[CH:31][C:30]([N+:33]([O-:35])=[O:34])=[C:29](F)[CH:28]=5)[CH2:22][CH2:21]4)[C:13]=3[N:12]=2)=[CH:7][CH:6]=1)([CH3:4])([CH3:3])[CH3:2].CS(C)=O.[N-:41]=[N+:42]=[N-:43].[Na+]. (6) The reactants are [CH3:1][C@H:2]1[C@@H:13]2[CH2:14][CH2:15][CH2:16][N:12]2[C:11](=[O:17])[C@H:10]([CH2:18][C:19]([O:21]C(C)(C)C)=O)[CH2:9][CH:8]=[CH:7][CH2:6][CH2:5][C:4](=[O:26])[O:3]1.FC(F)(F)C(O)=O.C[C@H]1[C@@H]2CCCN2C(=O)[C@H](CC(O)=O)CC=CCCC(=O)O1.[Cl:56][C:57]1[CH:62]=[CH:61][C:60]([CH2:63][NH2:64])=[CH:59][CH:58]=1. The catalyst is C(Cl)Cl.CO.C(Cl)Cl. The product is [Cl:56][C:57]1[CH:62]=[CH:61][C:60]([CH2:63][NH:64][C:19](=[O:21])[CH2:18][C@@H:10]2[CH2:9][CH:8]=[CH:7][CH2:6][CH2:5][C:4](=[O:26])[O:3][C@@H:2]([CH3:1])[C@@H:13]3[CH2:14][CH2:15][CH2:16][N:12]3[C:11]2=[O:17])=[CH:59][CH:58]=1. The yield is 0.500. (7) The product is [NH2:4][C:5]1[CH:10]=[CH:9][C:8]([C:11]2[C:20]3[C:15](=[CH:16][CH:17]=[C:18]([S:21][CH3:22])[CH:19]=3)[CH:14]([CH3:23])[N:13]([C:24](=[O:28])[NH:25][CH2:26][CH3:27])[N:12]=2)=[CH:7][CH:6]=1. The catalyst is CO.[OH-].[Na+].O. The yield is 0.870. The reactants are C([NH:4][C:5]1[CH:10]=[CH:9][C:8]([C:11]2[C:20]3[C:15](=[CH:16][CH:17]=[C:18]([S:21][CH3:22])[CH:19]=3)[CH:14]([CH3:23])[N:13]([C:24](=[O:28])[NH:25][CH2:26][CH3:27])[N:12]=2)=[CH:7][CH:6]=1)(=O)C.